This data is from Full USPTO retrosynthesis dataset with 1.9M reactions from patents (1976-2016). The task is: Predict the reactants needed to synthesize the given product. Given the product [F:1][C:2]1[CH:7]=[CH:6][C:5]([C:8]2([CH2:13][CH2:14][CH2:15][N:30]3[CH2:31][CH2:32][CH:27]([C:26]4[C:22]5[CH:21]=[CH:20][C:19]([F:18])=[CH:33][C:23]=5[S:24][CH:25]=4)[CH2:28][CH2:29]3)[O:12][CH2:11][CH2:10][O:9]2)=[CH:4][CH:3]=1, predict the reactants needed to synthesize it. The reactants are: [F:1][C:2]1[CH:7]=[CH:6][C:5]([C:8]2([CH2:13][CH2:14][CH2:15]Cl)[O:12][CH2:11][CH2:10][O:9]2)=[CH:4][CH:3]=1.Cl.[F:18][C:19]1[CH:20]=[CH:21][C:22]2[C:26]([CH:27]3[CH2:32][CH2:31][NH:30][CH2:29][CH2:28]3)=[CH:25][S:24][C:23]=2[CH:33]=1.C(N(C(C)C)CC)(C)C.